From a dataset of Full USPTO retrosynthesis dataset with 1.9M reactions from patents (1976-2016). Predict the reactants needed to synthesize the given product. (1) The reactants are: C(N(CC)CC)C.[C:8]([O:11][C:12](=[O:14])[CH3:13])(=O)[CH3:9].[CH:15]1[C:28]2[C:19](=[N:20][C:21]3[C:26]([C:27]=2[C:29]([N:31]2[CH2:36][CH2:35][N:34]([C:37]4C=C[CH:40]=[C:39](O)[CH:38]=4)[CH2:33][CH2:32]2)=[O:30])=[CH:25][CH:24]=[CH:23][CH:22]=3)[CH:18]=[CH:17][CH:16]=1. Given the product [C:12]([O:11][C:8]1[CH:40]=[CH:39][CH:38]=[C:37]([N:34]2[CH2:33][CH2:32][N:31]([C:29]([C:27]3[C:28]4[C:19]([N:20]=[C:21]5[C:26]=3[CH:25]=[CH:24][CH:23]=[CH:22]5)=[CH:18][CH:17]=[CH:16][CH:15]=4)=[O:30])[CH2:36][CH2:35]2)[CH:9]=1)(=[O:14])[CH3:13], predict the reactants needed to synthesize it. (2) Given the product [S:30]([C:27]1[CH:28]=[CH:29][C:24]([CH3:34])=[CH:25][CH:26]=1)([OH:33])(=[O:32])=[O:31].[CH2:15]([O:13][C:12](=[O:14])[C@@H:3]([CH2:4][CH2:5][C:6]1[CH:7]=[CH:8][CH:9]=[CH:10][CH:11]=1)[NH2:2])[C:16]1[CH:21]=[CH:20][CH:19]=[CH:18][CH:17]=1, predict the reactants needed to synthesize it. The reactants are: Cl.[NH2:2][C@@H:3]([C:12]([OH:14])=[O:13])[CH2:4][CH2:5][C:6]1[CH:11]=[CH:10][CH:9]=[CH:8][CH:7]=1.[CH2:15](O)[C:16]1[CH:21]=[CH:20][CH:19]=[CH:18][CH:17]=1.O.[C:24]1([CH3:34])[CH:29]=[CH:28][C:27]([S:30]([OH:33])(=[O:32])=[O:31])=[CH:26][CH:25]=1.